Dataset: Forward reaction prediction with 1.9M reactions from USPTO patents (1976-2016). Task: Predict the product of the given reaction. (1) Given the reactants [CH3:1][O:2][C:3]1[CH:4]=[CH:5][C:6]([N:11]2[C:20](=[O:21])[C:19]3[C:14](=[CH:15][C:16]([C:23]([OH:25])=O)=[C:17]([F:22])[CH:18]=3)[NH:13][C:12]2=[S:26])=[N:7][C:8]=1[O:9][CH3:10].CCN(C(C)C)C(C)C.CN(C(ON1N=NC2C=CC=NC1=2)=[N+](C)C)C.F[P-](F)(F)(F)(F)F.[Cl:60][C:61]1[CH:68]=[CH:67][C:64]([CH2:65][NH2:66])=[CH:63][CH:62]=1, predict the reaction product. The product is: [Cl:60][C:61]1[CH:68]=[CH:67][C:64]([CH2:65][NH:66][C:23]([C:16]2[CH:15]=[C:14]3[C:19]([C:20](=[O:21])[N:11]([C:6]4[CH:5]=[CH:4][C:3]([O:2][CH3:1])=[C:8]([O:9][CH3:10])[N:7]=4)[C:12](=[S:26])[NH:13]3)=[CH:18][C:17]=2[F:22])=[O:25])=[CH:63][CH:62]=1. (2) Given the reactants [CH3:1][C:2]1[O:6][C:5]([CH2:7][CH2:8][C@@:9]2([C:33]3[CH:38]=[CH:37][CH:36]=[CH:35][CH:34]=3)[O:14][C:13](=[O:15])[N:12]([C@H:16]([C:18]3[CH:23]=[CH:22][C:21](B4OC(C)(C)C(C)(C)O4)=[CH:20][CH:19]=3)[CH3:17])[CH2:11][CH2:10]2)=[N:4][N:3]=1.Br[C:40]1[CH:41]=[N:42][C:43]([CH3:46])=[N:44][CH:45]=1, predict the reaction product. The product is: [CH3:1][C:2]1[O:6][C:5]([CH2:7][CH2:8][C@@:9]2([C:33]3[CH:38]=[CH:37][CH:36]=[CH:35][CH:34]=3)[O:14][C:13](=[O:15])[N:12]([C@H:16]([C:18]3[CH:19]=[CH:20][C:21]([C:40]4[CH:41]=[N:42][C:43]([CH3:46])=[N:44][CH:45]=4)=[CH:22][CH:23]=3)[CH3:17])[CH2:11][CH2:10]2)=[N:4][N:3]=1. (3) Given the reactants [N:1]12[CH2:8][CH2:7][CH:4]([CH2:5][CH2:6]1)[CH:3]([CH2:9][C:10]([OH:12])=O)[CH2:2]2.FC1C(O)=C(F)C(F)=C(F)C=1F.[ClH:25].CN(C)CCCN=C=NCC.[Br:37][C:38]1[CH:44]=[CH:43][C:41]([NH2:42])=[CH:40][CH:39]=1.C(=O)(O)[O-].[Na+], predict the reaction product. The product is: [ClH:25].[N:1]12[CH2:6][CH2:5][CH:4]([CH2:7][CH2:8]1)[CH:3]([CH2:9][C:10]([NH:42][C:41]1[CH:43]=[CH:44][C:38]([Br:37])=[CH:39][CH:40]=1)=[O:12])[CH2:2]2. (4) Given the reactants C([O:8][C:9]1[CH:25]=[CH:24][C:12]([CH2:13][NH:14][C:15]2[C:20]([Cl:21])=[C:19]([CH3:22])[N:18]=[C:17]([CH3:23])[N:16]=2)=[CH:11][C:10]=1[O:26][CH:27]([F:29])[F:28])C1C=CC=CC=1.Cl, predict the reaction product. The product is: [Cl:21][C:20]1[C:15]([NH:14][CH2:13][C:12]2[CH:24]=[CH:25][C:9]([OH:8])=[C:10]([O:26][CH:27]([F:29])[F:28])[CH:11]=2)=[N:16][C:17]([CH3:23])=[N:18][C:19]=1[CH3:22]. (5) The product is: [NH2:28][C:27]1[CH:26]=[C:25]([C:23]#[C:24][C:2]2[CH:7]=[CH:6][N:5]=[C:4]([NH:8][C:9](=[O:15])[O:10][C:11]([CH3:14])([CH3:13])[CH3:12])[CH:3]=2)[CH:31]=[CH:30][CH:29]=1. Given the reactants Br[C:2]1[CH:7]=[CH:6][N:5]=[C:4]([NH:8][C:9](=[O:15])[O:10][C:11]([CH3:14])([CH3:13])[CH3:12])[CH:3]=1.C(N(CC)CC)C.[C:23]([C:25]1[CH:26]=[C:27]([CH:29]=[CH:30][CH:31]=1)[NH2:28])#[CH:24], predict the reaction product. (6) Given the reactants [CH:1]1([N:7]2[C:15]3[CH:14]=[C:13]([O:16][CH3:17])[N:12]=[CH:11][C:10]=3[CH:9]=[CH:8]2)[CH2:6][CH2:5][CH2:4][CH:3]=[CH:2]1, predict the reaction product. The product is: [CH:1]1([N:7]2[C:15]3[CH:14]=[C:13]([O:16][CH3:17])[N:12]=[CH:11][C:10]=3[CH:9]=[CH:8]2)[CH2:6][CH2:5][CH2:4][CH2:3][CH2:2]1. (7) Given the reactants Br[C:2]1[CH:7]=[CH:6][C:5]([N:8]2[C@@H:12]([C:13]3[CH:18]=[CH:17][CH:16]=[CH:15][CH:14]=3)[C:11]([CH3:20])([CH3:19])[O:10][C:9]2=[O:21])=[CH:4][CH:3]=1.[B:22]1([B:22]2[O:26][C:25]([CH3:28])([CH3:27])[C:24]([CH3:30])([CH3:29])[O:23]2)[O:26][C:25]([CH3:28])([CH3:27])[C:24]([CH3:30])([CH3:29])[O:23]1.C([O-])(=O)C.[K+], predict the reaction product. The product is: [CH3:19][C:11]1([CH3:20])[O:10][C:9](=[O:21])[N:8]([C:5]2[CH:6]=[CH:7][C:2]([B:22]3[O:26][C:25]([CH3:28])([CH3:27])[C:24]([CH3:30])([CH3:29])[O:23]3)=[CH:3][CH:4]=2)[C@H:12]1[C:13]1[CH:18]=[CH:17][CH:16]=[CH:15][CH:14]=1. (8) Given the reactants [NH2:1][C:2]1[CH:7]=[CH:6][C:5]([C:8]2[S:33][C:11]3[N:12]([CH2:24][C:25]4[C:30]([F:31])=[CH:29][CH:28]=[CH:27][C:26]=4[F:32])[C:13](=[O:23])[N:14]([C:17]4[CH:22]=[CH:21][CH:20]=[CH:19][CH:18]=4)[C:15](=[O:16])[C:10]=3[C:9]=2[CH2:34][N:35]([CH2:37][C:38]2[CH:43]=[CH:42][CH:41]=[CH:40][CH:39]=2)[CH3:36])=[CH:4][CH:3]=1.N1C=CC=CC=1.Cl.[CH3:51][O:52][NH2:53].C(N(CC)CC)C.C[C:62](N(C)C)=[O:63], predict the reaction product. The product is: [CH2:37]([N:35]([CH2:34][C:9]1[C:10]2[C:15](=[O:16])[N:14]([C:17]3[CH:18]=[CH:19][CH:20]=[CH:21][CH:22]=3)[C:13](=[O:23])[N:12]([CH2:24][C:25]3[C:26]([F:32])=[CH:27][CH:28]=[CH:29][C:30]=3[F:31])[C:11]=2[S:33][C:8]=1[C:5]1[CH:4]=[CH:3][C:2]([NH:1][C:62]([NH:53][O:52][CH3:51])=[O:63])=[CH:7][CH:6]=1)[CH3:36])[C:38]1[CH:39]=[CH:40][CH:41]=[CH:42][CH:43]=1. (9) Given the reactants [C:1]([O:9][C:10]1[C:11]([OH:44])=[N:12][C:13]([C:20]2([CH3:43])[CH2:25][N:24]([C:26]([O:28][C:29]([CH3:32])([CH3:31])[CH3:30])=[O:27])[CH2:23][CH2:22][N:21]2C(OCC2C=CC=CC=2)=O)=[N:14][C:15]=1[C:16]([O:18][CH3:19])=[O:17])(=[O:8])[C:2]1[CH:7]=[CH:6][CH:5]=[CH:4][CH:3]=1, predict the reaction product. The product is: [C:1]([O:9][C:10]1[C:15]([C:16]([O:18][CH3:19])=[O:17])=[N:14][C:13]([C:20]2([CH3:43])[CH2:25][N:24]([C:26]([O:28][C:29]([CH3:30])([CH3:31])[CH3:32])=[O:27])[CH2:23][CH2:22][NH:21]2)=[N:12][C:11]=1[OH:44])(=[O:8])[C:2]1[CH:7]=[CH:6][CH:5]=[CH:4][CH:3]=1. (10) Given the reactants [BH4-].[Li+].COC1CCCC1.[F:10][C:11]1[CH:12]=[C:13]([C@@H:18]2[CH2:28][CH2:27][C@@H:26]([O:29][Si:30]([CH:37]([CH3:39])[CH3:38])([CH:34]([CH3:36])[CH3:35])[CH:31]([CH3:33])[CH3:32])[C:21]3=[N:22][CH:23]=[CH:24][CH:25]=[C:20]3[C:19]2=[O:40])[CH:14]=[C:15]([F:17])[CH:16]=1, predict the reaction product. The product is: [F:10][C:11]1[CH:12]=[C:13]([C@@H:18]2[CH2:28][CH2:27][C@@H:26]([O:29][Si:30]([CH:34]([CH3:36])[CH3:35])([CH:37]([CH3:39])[CH3:38])[CH:31]([CH3:32])[CH3:33])[C:21]3=[N:22][CH:23]=[CH:24][CH:25]=[C:20]3[C@H:19]2[OH:40])[CH:14]=[C:15]([F:17])[CH:16]=1.